Dataset: Reaction yield outcomes from USPTO patents with 853,638 reactions. Task: Predict the reaction yield, written as a fraction of the theoretical maximum amount of product (1.0 means a 100% yield; for example, 0.34 means a 34% yield). (1) The reactants are [Cl:1][C:2]1[CH:7]=[CH:6][C:5]([CH:8]2[CH2:13][CH2:12][CH:11]([C:14]([OH:16])=O)[CH2:10][CH2:9]2)=[CH:4][CH:3]=1.S(Cl)(Cl)=O.C(Cl)Cl.[NH2:24][C:25]1[CH:34]=[CH:33][CH:32]=[C:31]2[C:26]=1[CH:27]=[CH:28][CH:29]=[N:30]2.C(N(C(C)C)CC)(C)C. The catalyst is CN(C)C(=O)C. The product is [Cl:1][C:2]1[CH:3]=[CH:4][C:5]([CH:8]2[CH2:9][CH2:10][CH:11]([C:14]([NH:24][C:25]3[CH:34]=[CH:33][CH:32]=[C:31]4[C:26]=3[CH:27]=[CH:28][CH:29]=[N:30]4)=[O:16])[CH2:12][CH2:13]2)=[CH:6][CH:7]=1. The yield is 0.330. (2) The reactants are [NH2:1][C:2]1[C:10]([NH2:11])=[CH:9][CH:8]=[CH:7][C:3]=1[C:4]([OH:6])=[O:5].[Cl:12][C:13]1[CH:20]=[CH:19][C:16]([CH:17]=O)=[CH:15][N:14]=1.S(S([O-])=O)([O-])(=O)=O.[Na+].[Na+]. The catalyst is CN(C=O)C.O. The product is [Cl:12][C:13]1[N:14]=[CH:15][C:16]([C:17]2[NH:11][C:10]3[CH:9]=[CH:8][CH:7]=[C:3]([C:4]([OH:6])=[O:5])[C:2]=3[N:1]=2)=[CH:19][CH:20]=1. The yield is 0.950. (3) The reactants are Br[C:2]1[CH:10]=[C:9]2[C:5]([C:6](C(OC(C)(C)C)=O)=[N:7][NH:8]2)=[CH:4][CH:3]=1.[Cl:18][C:19]1[C:24](B2OC(C)(C)C(C)(C)O2)=[CH:23][CH:22]=[CH:21][N:20]=1.C([O-])([O-])=O.[Na+].[Na+]. The catalyst is O1CCOCC1.C(Cl)Cl.C1C=CC([P]([Pd]([P](C2C=CC=CC=2)(C2C=CC=CC=2)C2C=CC=CC=2)([P](C2C=CC=CC=2)(C2C=CC=CC=2)C2C=CC=CC=2)[P](C2C=CC=CC=2)(C2C=CC=CC=2)C2C=CC=CC=2)(C2C=CC=CC=2)C2C=CC=CC=2)=CC=1. The product is [Cl:18][C:19]1[C:24]([C:3]2[CH:4]=[C:5]3[C:9](=[CH:10][CH:2]=2)[NH:8][N:7]=[CH:6]3)=[CH:23][CH:22]=[CH:21][N:20]=1. The yield is 0.740. (4) The reactants are Br[C:2]1[CH:3]=[C:4]([CH:18]=[CH:19][CH:20]=1)[C:5]([N:7]([CH2:9][C:10]1[CH:15]=[CH:14][CH:13]=[C:12]([O:16][CH3:17])[CH:11]=1)[CH3:8])=[O:6].[CH3:21][O:22][C:23]1[CH:28]=[CH:27][C:26](B(O)O)=[CH:25][CH:24]=1. The catalyst is [Pd].C1(P(C2C=CC=CC=2)C2C=CC=CC=2)C=CC=CC=1.C1(P(C2C=CC=CC=2)C2C=CC=CC=2)C=CC=CC=1.C1(P(C2C=CC=CC=2)C2C=CC=CC=2)C=CC=CC=1.C1(P(C2C=CC=CC=2)C2C=CC=CC=2)C=CC=CC=1. The product is [CH3:21][O:22][C:23]1[CH:28]=[CH:27][C:26]([C:2]2[CH:20]=[CH:19][CH:18]=[C:4]([C:5]([N:7]([CH2:9][C:10]3[CH:15]=[CH:14][CH:13]=[C:12]([O:16][CH3:17])[CH:11]=3)[CH3:8])=[O:6])[CH:3]=2)=[CH:25][CH:24]=1. The yield is 0.970. (5) The reactants are [NH2:1][CH2:2][CH2:3][CH2:4][CH2:5][CH:6]1[CH2:10][CH2:9][N:8]([C:11]([C:13]2[CH:18]=[CH:17][CH:16]=[CH:15][CH:14]=2)=[O:12])[CH2:7]1.[NH:19]1[C:27]2[CH:26]=[CH:25][N:24]=[CH:23][C:22]=2[CH:21]=[C:20]1[C:28](O)=[O:29].CN(C(ON1N=NC2C=CC=NC1=2)=[N+](C)C)C.F[P-](F)(F)(F)(F)F.CCN(C(C)C)C(C)C. The catalyst is CN(C=O)C. The product is [C:11]([N:8]1[CH2:9][CH2:10][CH:6]([CH2:5][CH2:4][CH2:3][CH2:2][NH:1][C:28]([C:20]2[NH:19][C:27]3[CH:26]=[CH:25][N:24]=[CH:23][C:22]=3[CH:21]=2)=[O:29])[CH2:7]1)(=[O:12])[C:13]1[CH:14]=[CH:15][CH:16]=[CH:17][CH:18]=1. The yield is 0.740. (6) The reactants are [CH:1]([C:3]1[CH:18]=[CH:17][C:6]([O:7][C:8]2[N:9]=[CH:10][C:11]([C:14]([NH2:16])=[O:15])=[N:12][CH:13]=2)=[C:5]([CH3:19])[CH:4]=1)=O.[CH3:20][C:21]([CH3:26])([CH3:25])[CH2:22][CH2:23][NH2:24].[BH4-].[Na+]. The catalyst is CO. The product is [CH3:20][C:21]([CH3:26])([CH3:25])[CH2:22][CH2:23][NH:24][CH2:1][C:3]1[CH:18]=[CH:17][C:6]([O:7][C:8]2[N:9]=[CH:10][C:11]([C:14]([NH2:16])=[O:15])=[N:12][CH:13]=2)=[C:5]([CH3:19])[CH:4]=1. The yield is 0.414. (7) The reactants are [NH2:1][C@@H:2]1[C:11]2[C:6](=[CH:7][CH:8]=[CH:9][CH:10]=2)[C@H:5]([OH:12])[CH2:4][CH2:3]1.[H-].[Na+].F[C:16]1[CH:17]=[CH:18][C:19]2[N:20]([C:22]([C@:25]3([CH2:31][O:32][Si:33]([CH:40]([CH3:42])[CH3:41])([CH:37]([CH3:39])[CH3:38])[CH:34]([CH3:36])[CH3:35])[CH2:29][CH2:28][CH2:27][N:26]3[CH3:30])=[N:23][N:24]=2)[CH:21]=1. The catalyst is CN(C=O)C.CCOC(C)=O. The product is [CH3:30][N:26]1[CH2:27][CH2:28][CH2:29][C@:25]1([C:22]1[N:20]2[CH:21]=[C:16]([O:12][C@H:5]3[C:6]4[C:11](=[CH:10][CH:9]=[CH:8][CH:7]=4)[C@@H:2]([NH2:1])[CH2:3][CH2:4]3)[CH:17]=[CH:18][C:19]2=[N:24][N:23]=1)[CH2:31][O:32][Si:33]([CH:37]([CH3:39])[CH3:38])([CH:34]([CH3:35])[CH3:36])[CH:40]([CH3:41])[CH3:42]. The yield is 0.480. (8) The reactants are [O:1]1[CH2:6][CH2:5][CH:4]([S:7]C(=O)C)[CH2:3][CH2:2]1.[OH-].[K+].Br[C:14]([CH3:21])([CH3:20])[C:15]([O:17][CH2:18][CH3:19])=[O:16]. The catalyst is C(O)C. The product is [CH2:18]([O:17][C:15](=[O:16])[C:14]([CH3:21])([S:7][CH:4]1[CH2:5][CH2:6][O:1][CH2:2][CH2:3]1)[CH3:20])[CH3:19]. The yield is 0.710. (9) The reactants are [OH:1][C:2]1([CH2:8][N:9]2[CH2:14][CH2:13][CH:12]([CH2:15][NH:16]C(=O)OCC3C=CC=CC=3)[CH2:11][CH2:10]2)[CH2:7][CH2:6][O:5][CH2:4][CH2:3]1. The catalyst is [Pd].CO. The product is [NH2:16][CH2:15][CH:12]1[CH2:13][CH2:14][N:9]([CH2:8][C:2]2([OH:1])[CH2:7][CH2:6][O:5][CH2:4][CH2:3]2)[CH2:10][CH2:11]1. The yield is 0.940.